From a dataset of Full USPTO retrosynthesis dataset with 1.9M reactions from patents (1976-2016). Predict the reactants needed to synthesize the given product. (1) Given the product [CH2:17]([O:19][C:20]([C:22]1([C:25]2[CH:30]=[CH:29][C:28]([C:2]3[CH:7]=[CH:6][C:5]([C:8]4[O:12][N:11]=[C:10]([CH3:13])[C:9]=4[C:14]([OH:16])=[O:15])=[CH:4][CH:3]=3)=[CH:27][CH:26]=2)[CH2:23][CH2:24]1)=[O:21])[CH3:18], predict the reactants needed to synthesize it. The reactants are: Br[C:2]1[CH:7]=[CH:6][C:5]([C:8]2[O:12][N:11]=[C:10]([CH3:13])[C:9]=2[C:14]([OH:16])=[O:15])=[CH:4][CH:3]=1.[CH2:17]([O:19][C:20]([C:22]1([C:25]2[CH:30]=[CH:29][C:28](B3OC(C)(C)C(C)(C)O3)=[CH:27][CH:26]=2)[CH2:24][CH2:23]1)=[O:21])[CH3:18]. (2) Given the product [CH3:1][O:2][C:3]1[CH:4]=[C:5]([CH:23]=[CH:24][C:25]=1[O:26][CH3:27])[CH2:6][CH:7]1[C:16]2[C:11](=[CH:12][C:13]([O:21][CH3:22])=[C:14]([O:17][CH:18]([CH3:20])[CH3:19])[CH:15]=2)[CH2:10][CH2:9][N:8]1[CH2:29][C:30]([NH:33][C@H:34]1[C:42]2[C:37](=[CH:38][CH:39]=[CH:40][CH:41]=2)[CH2:36][C@H:35]1[OH:43])=[O:31], predict the reactants needed to synthesize it. The reactants are: [CH3:1][O:2][C:3]1[CH:4]=[C:5]([CH:23]=[CH:24][C:25]=1[O:26][CH3:27])[CH2:6][CH:7]1[C:16]2[C:11](=[CH:12][C:13]([O:21][CH3:22])=[C:14]([O:17][CH:18]([CH3:20])[CH3:19])[CH:15]=2)[CH2:10][CH2:9][NH:8]1.Br[CH2:29][C:30](Br)=[O:31].[NH2:33][C@H:34]1[C:42]2[C:37](=[CH:38][CH:39]=[CH:40][CH:41]=2)[CH2:36][C@H:35]1[OH:43].